Dataset: Forward reaction prediction with 1.9M reactions from USPTO patents (1976-2016). Task: Predict the product of the given reaction. (1) Given the reactants [OH-].[Na+].C([O-])=O.[NH4+:6].[NH2:7][C@H:8]([C:16]([OH:18])=[O:17])[CH2:9][C:10]1C=[CH:14][CH:13]=[CH:12][CH:11]=1.C([O-])=O.Cl, predict the reaction product. The product is: [CH:12]1[CH:11]=[C:10]([CH2:9][C@H:8]([NH2:7])[C:16]([OH:18])=[O:17])[N:6]=[CH:14][CH:13]=1. (2) Given the reactants S([O:6][CH3:7])(OC)(=O)=O.[OH:8][C:9]1[C:18]([C:19]([OH:21])=[O:20])=[CH:17][C:16]2[C:11](=[CH:12][CH:13]=[C:14](O)[CH:15]=2)[CH:10]=1.[C:23](=O)([O-])[O-].[K+].[K+], predict the reaction product. The product is: [OH:8][C:9]1[C:18]([C:19]([O:21][CH3:23])=[O:20])=[CH:17][C:16]2[C:11](=[CH:12][CH:13]=[C:14]([O:6][CH3:7])[CH:15]=2)[CH:10]=1. (3) Given the reactants [Br:1][C:2]1[CH:3]=[C:4]([C:9](=O)[CH3:10])[C:5]([F:8])=[N:6][CH:7]=1.[CH3:12][C:13]([S@:16]([NH2:18])=[O:17])([CH3:15])[CH3:14], predict the reaction product. The product is: [Br:1][C:2]1[CH:3]=[C:4](/[C:9](=[N:18]\[S@@:16]([C:13]([CH3:15])([CH3:14])[CH3:12])=[O:17])/[CH3:10])[C:5]([F:8])=[N:6][CH:7]=1. (4) The product is: [CH2:29]([C:25]1[CH:24]=[C:23]([S:20]([N:4]2[CH2:3][C@H:2]([CH3:1])[O:7][C:6]3[N:8]=[CH:9][C:10]([NH:12][C:13](=[O:19])[O:14][C:15]([CH3:16])([CH3:18])[CH3:17])=[CH:11][C:5]2=3)(=[O:22])=[O:21])[CH:28]=[CH:27][CH:26]=1)[CH3:30]. Given the reactants [CH3:1][C@@H:2]1[O:7][C:6]2[N:8]=[CH:9][C:10]([NH:12][C:13](=[O:19])[O:14][C:15]([CH3:18])([CH3:17])[CH3:16])=[CH:11][C:5]=2[N:4]([S:20]([C:23]2[CH:28]=[CH:27][CH:26]=[C:25]([CH:29]=[CH2:30])[CH:24]=2)(=[O:22])=[O:21])[CH2:3]1, predict the reaction product. (5) Given the reactants [NH2:1][C:2]1[CH:3]=[C:4]([C:10]2[N:15]=[C:14]([CH2:16][NH:17][C:18](=[O:24])[O:19][C:20]([CH3:23])([CH3:22])[CH3:21])[CH:13]=[N:12][CH:11]=2)[CH:5]=[N:6][C:7]=1[O:8][CH3:9].Cl[C:26]1[C:35]2[C:30](=[CH:31][CH:32]=[CH:33][CH:34]=2)[CH:29]=[CH:28][N:27]=1.CC(C)([O-])C.[Na+].COCCOC, predict the reaction product. The product is: [C:26]1([NH:1][C:2]2[CH:3]=[C:4]([C:10]3[N:15]=[C:14]([CH2:16][NH:17][C:18](=[O:24])[O:19][C:20]([CH3:21])([CH3:23])[CH3:22])[CH:13]=[N:12][CH:11]=3)[CH:5]=[N:6][C:7]=2[O:8][CH3:9])[C:35]2[C:30](=[CH:31][CH:32]=[CH:33][CH:34]=2)[CH:29]=[CH:28][N:27]=1. (6) Given the reactants C([N:6]1[CH2:11][CH2:10][C:9]2([O:16][C:15]3[CH:17]=[CH:18][C:19]([Br:21])=[CH:20][C:14]=3[CH2:13][O:12]2)[CH2:8][CH2:7]1)(OCC)=O, predict the reaction product. The product is: [Br:21][C:19]1[CH:18]=[CH:17][C:15]2[O:16][C:9]3([O:12][CH2:13][C:14]=2[CH:20]=1)[CH2:10][CH2:11][NH:6][CH2:7][CH2:8]3. (7) Given the reactants [CH2:1]([C:3]1[CH:4]=[C:5]([CH:8]=[CH:9][C:10]=1[N:11]([CH3:22])[C:12]1[N:17]=[CH:16][C:15]2[N:18]=[CH:19][N:20]([CH3:21])[C:14]=2[CH:13]=1)[C:6]#[N:7])[CH3:2], predict the reaction product. The product is: [CH2:1]([C:3]1[CH:4]=[C:5]([CH2:6][N:7]2[CH:3]=[CH:10][N:11]=[C:12]2[CH3:13])[CH:8]=[CH:9][C:10]=1[N:11]([CH3:22])[C:12]1[N:17]=[CH:16][C:15]2[N:18]=[CH:19][N:20]([CH3:21])[C:14]=2[CH:13]=1)[CH3:2]. (8) Given the reactants [C:1]([O:5][C@@H:6]([C:10]1[C:32]([CH3:33])=[CH:31][C:13]2[N:14]=[C:15]([N:17]3[CH2:22][CH2:21][O:20][C:19]([C:24]4[CH:29]=[CH:28][C:27](Cl)=[CH:26][CH:25]=4)([CH3:23])[CH2:18]3)[S:16][C:12]=2[C:11]=1[C:34]1[CH:39]=[CH:38][C:37]([Cl:40])=[CH:36][CH:35]=1)[C:7]([OH:9])=[O:8])([CH3:4])([CH3:3])[CH3:2].[CH3:41]C1C=CC(C2(C)OCCNC2)=CC=1, predict the reaction product. The product is: [C:1]([O:5][C@@H:6]([C:10]1[C:32]([CH3:33])=[CH:31][C:13]2[N:14]=[C:15]([N:17]3[CH2:22][CH2:21][O:20][C:19]([CH3:23])([C:24]4[CH:29]=[CH:28][C:27]([CH3:41])=[CH:26][CH:25]=4)[CH2:18]3)[S:16][C:12]=2[C:11]=1[C:34]1[CH:39]=[CH:38][C:37]([Cl:40])=[CH:36][CH:35]=1)[C:7]([OH:9])=[O:8])([CH3:2])([CH3:3])[CH3:4]. (9) Given the reactants COC1C=C(OC)C=CC=1C[NH:6][C:7]1[CH:16]=[N:15][C:14]2[C:9](=[CH:10][CH:11]=[C:12]([CH3:17])[CH:13]=2)[N:8]=1.[C:24]([OH:30])([C:26]([F:29])([F:28])[F:27])=[O:25], predict the reaction product. The product is: [F:27][C:26]([F:29])([F:28])[C:24]([OH:30])=[O:25].[CH3:17][C:12]1[CH:13]=[C:14]2[C:9](=[CH:10][CH:11]=1)[N:8]=[C:7]([NH2:6])[CH:16]=[N:15]2. (10) Given the reactants [F:1][C:2]([F:14])([F:13])[C:3]([C:6]1[NH:7][CH:8]=[CH:9][C:10](=[O:12])[CH:11]=1)([CH3:5])[CH3:4].OS(O)(=O)=O.[N+:20]([O-])([OH:22])=[O:21].[OH-].[Na+], predict the reaction product. The product is: [N+:20]([C:9]1[C:10](=[O:12])[CH:11]=[C:6]([C:3]([CH3:5])([CH3:4])[C:2]([F:1])([F:13])[F:14])[NH:7][CH:8]=1)([O-:22])=[O:21].